The task is: Predict the reactants needed to synthesize the given product.. This data is from Full USPTO retrosynthesis dataset with 1.9M reactions from patents (1976-2016). (1) Given the product [C:1]([O:5][C:6]([N:8]1[CH2:13][CH2:12][N:11]([C:14]([O:16][C:17]([CH3:19])([CH3:18])[CH3:20])=[O:15])[CH2:10][CH:9]1[CH2:21][C:27]1[CH:32]=[CH:31][CH:30]=[CH:29][C:28]=1[N:33]1[C:41]2[C:40](=[O:42])[N:39]([CH3:43])[C:38](=[O:44])[N:37]([CH3:45])[C:36]=2[N:35]=[CH:34]1)=[O:7])([CH3:2])([CH3:3])[CH3:4], predict the reactants needed to synthesize it. The reactants are: [C:1]([O:5][C:6]([N:8]1[CH2:13][CH2:12][N:11]([C:14]([O:16][C:17]([CH3:20])([CH3:19])[CH3:18])=[O:15])[CH2:10][CH:9]1[CH:21]([C:27]1[CH:32]=[CH:31][CH:30]=[CH:29][C:28]=1[N:33]1[C:41]2[C:40](=[O:42])[N:39]([CH3:43])[C:38](=[O:44])[N:37]([CH3:45])[C:36]=2[N:35]=[CH:34]1)OC(SC)=S)=[O:7])([CH3:4])([CH3:3])[CH3:2].C([SnH](CCCC)CCCC)CCC.N(C(C)(C)C#N)=NC(C)(C)C#N. (2) Given the product [NH:2]([C:5]1[CH:13]=[CH:12][C:8]([C:9]([OH:11])=[O:10])=[CH:7][N:6]=1)[NH2:3], predict the reactants needed to synthesize it. The reactants are: O.[NH2:2][NH2:3].Cl[C:5]1[CH:13]=[CH:12][C:8]([C:9]([OH:11])=[O:10])=[CH:7][N:6]=1. (3) The reactants are: [CH3:1][O:2][C:3]1[CH:8]=[CH:7][C:6]([CH:9]([CH3:14])C(OC)=O)=[CH:5][C:4]=1[N+:15]([O-])=O.[C:18]([O:21][CH2:22]C)(=[O:20])C. Given the product [NH2:15][C:4]1[CH:5]=[C:6]([CH2:9][CH2:14][C:18]([O:21][CH3:22])=[O:20])[CH:7]=[CH:8][C:3]=1[O:2][CH3:1], predict the reactants needed to synthesize it. (4) Given the product [CH3:1][C:2]1[CH:7]=[C:6]([CH2:8][CH:9]2[CH2:10][CH2:11][NH:12][CH2:13][CH2:14]2)[CH:5]=[CH:4][C:3]=1[C:15]1[C:16]2[CH:23]=[C:22]([CH2:24][O:25][C:26]3[CH:27]=[CH:28][C:29]([C@@H:32]([C:39]#[C:40][CH3:41])[CH2:33][C:34]([OH:36])=[O:35])=[CH:30][CH:31]=3)[CH:21]=[CH:20][C:17]=2[S:18][CH:19]=1, predict the reactants needed to synthesize it. The reactants are: [CH3:1][C:2]1[CH:7]=[C:6]([CH2:8][CH:9]2[CH2:14][CH2:13][NH:12][CH2:11][CH2:10]2)[CH:5]=[CH:4][C:3]=1[C:15]1[C:16]2[CH:23]=[C:22]([CH2:24][O:25][C:26]3[CH:31]=[CH:30][C:29]([C@@H:32]([C:39]#[C:40][CH3:41])[CH2:33][C:34]([O:36]CC)=[O:35])=[CH:28][CH:27]=3)[CH:21]=[CH:20][C:17]=2[S:18][CH:19]=1.[Li+].[OH-].Cl. (5) Given the product [CH:28]1([C:31]2[N:32]=[CH:33][N:34]([C:17]3[CH:16]=[C:11]4[C:12]5[C:7]([CH2:8][CH2:9][N:10]4[C:20](=[O:21])[CH2:19][N:18]=3)=[C:6]([C:5]3[O:1][N:2]=[CH:3][CH:4]=3)[CH:15]=[CH:14][CH:13]=5)[CH:35]=2)[CH2:30][CH2:29]1, predict the reactants needed to synthesize it. The reactants are: [O:1]1[C:5]([C:6]2[CH:15]=[CH:14][CH:13]=[C:12]3[C:7]=2[CH2:8][CH2:9][N:10]2[C:20](=[O:21])[CH2:19][NH:18][C:17](=O)[CH:16]=[C:11]23)=[CH:4][CH:3]=[N:2]1.O=P(Cl)(Cl)Cl.[CH:28]1([C:31]2[N:32]=[CH:33][NH:34][CH:35]=2)[CH2:30][CH2:29]1.N1C=CC=CC=1. (6) Given the product [CH2:1]([CH:3]([CH2:24][CH2:25][CH2:26][CH3:27])[CH2:4][C:5]1([CH2:16][CH:17]([CH2:22][CH3:23])[CH2:18][CH2:19][CH2:20][CH3:21])[C:6]2[CH:10]=[C:9]([Sn:37]([CH3:42])([CH3:38])[CH3:33])[S:8][C:7]=2[C:11]2[S:12][C:13]([Sn:37]([CH3:42])([CH3:38])[CH3:33])=[CH:14][C:15]1=2)[CH3:2], predict the reactants needed to synthesize it. The reactants are: [CH2:1]([CH:3]([CH2:24][CH2:25][CH2:26][CH3:27])[CH2:4][C:5]1([CH2:16][CH:17]([CH2:22][CH3:23])[CH2:18][CH2:19][CH2:20][CH3:21])[C:15]2[CH:14]=[CH:13][S:12][C:11]=2[C:7]2[S:8][CH:9]=[CH:10][C:6]1=2)[CH3:2].[Li]CCCC.[CH2:33]([Sn:37](Cl)([CH2:42]CCC)[CH2:38]CCC)CCC.CCCCCC. (7) Given the product [CH2:1]([O:3][C:4]([N:6]1[CH2:11][CH2:10][N:9]([C:12](=[O:43])[C@@H:13]([NH:19][C:20]([C:22]2[CH:26]=[C:25]([O:27][C:28]3([C:32]([O:34][CH2:35][CH3:36])=[O:33])[CH2:31][CH2:30][CH2:29]3)[N:24]([C:37]3[CH:42]=[CH:41][CH:40]=[CH:39][CH:38]=3)[N:23]=2)=[O:21])[CH2:14][CH2:15][C:16]([O:18][CH3:45])=[O:17])[CH2:8][CH2:7]1)=[O:5])[CH3:2], predict the reactants needed to synthesize it. The reactants are: [CH2:1]([O:3][C:4]([N:6]1[CH2:11][CH2:10][N:9]([C:12](=[O:43])[C@@H:13]([NH:19][C:20]([C:22]2[CH:26]=[C:25]([O:27][C:28]3([C:32]([O:34][CH2:35][CH3:36])=[O:33])[CH2:31][CH2:30][CH2:29]3)[N:24]([C:37]3[CH:42]=[CH:41][CH:40]=[CH:39][CH:38]=3)[N:23]=2)=[O:21])[CH2:14][CH2:15][C:16]([OH:18])=[O:17])[CH2:8][CH2:7]1)=[O:5])[CH3:2].Cl.[C:45]1(C)C=CC=CC=1. (8) Given the product [CH3:1][O:2][C:3]1[CH:4]=[C:5]([CH:9]=[CH:10][C:11]=1[O:12][CH3:13])[C:6]([C:14]#[N:16])=[O:7], predict the reactants needed to synthesize it. The reactants are: [CH3:1][O:2][C:3]1[CH:4]=[C:5]([CH:9]=[CH:10][C:11]=1[O:12][CH3:13])[C:6](Cl)=[O:7].[C:14](#[N:16])C.[C-]#N. (9) Given the product [CH2:1]([C:5]1[N:6]=[C:7]([CH3:27])[N:8]([CH2:65][C:60]2[CH:61]=[N:62][CH:63]=[CH:64][N:59]=2)[C:9](=[O:26])[C:10]=1[CH2:11][C:12]1[CH:17]=[CH:16][C:15]([C:18]2[C:19]([C:24]#[N:25])=[CH:20][CH:21]=[CH:22][CH:23]=2)=[CH:14][CH:13]=1)[CH2:2][CH2:3][CH3:4], predict the reactants needed to synthesize it. The reactants are: [CH2:1]([C:5]1[N:6]=[C:7]([CH3:27])[NH:8][C:9](=[O:26])[C:10]=1[CH2:11][C:12]1[CH:17]=[CH:16][C:15]([C:18]2[C:19]([C:24]#[N:25])=[CH:20][CH:21]=[CH:22][CH:23]=2)=[CH:14][CH:13]=1)[CH2:2][CH2:3][CH3:4].N(C(N1CCCCC1)=O)=NC(N1CCCCC1)=O.C(P(CCCC)CCCC)CCC.[N:59]1[CH:64]=[CH:63][N:62]=[CH:61][C:60]=1[CH2:65]O.